Task: Predict the reaction yield, written as a fraction of the theoretical maximum amount of product (1.0 means a 100% yield; for example, 0.34 means a 34% yield).. Dataset: Reaction yield outcomes from USPTO patents with 853,638 reactions (1) The reactants are [OH-].[Na+].[Br:3][C:4]1[CH:5]=[CH:6][C:7]([NH:20][C:21](=O)[C:22]2[CH:27]=[CH:26][CH:25]=[C:24]([Cl:28])[CH:23]=2)=[C:8]([CH:19]=1)[C:9]([NH:11][CH2:12][C:13]([NH:15][CH:16]([CH3:18])[CH3:17])=[O:14])=[O:10]. The catalyst is CO. The product is [Br:3][C:4]1[CH:19]=[C:8]2[C:7](=[CH:6][CH:5]=1)[N:20]=[C:21]([C:22]1[CH:27]=[CH:26][CH:25]=[C:24]([Cl:28])[CH:23]=1)[N:11]([CH2:12][C:13]([NH:15][CH:16]([CH3:18])[CH3:17])=[O:14])[C:9]2=[O:10]. The yield is 0.479. (2) The reactants are [C:1]([C:5]1[CH:9]=[C:8]([NH:10][C:11](=[O:45])[NH:12][C:13]2[C:22]3[C:17](=[CH:18][CH:19]=[CH:20][CH:21]=3)[C:16]([O:23][CH2:24][C:25]3[CH:30]=[CH:29][N:28]=[C:27]([NH:31][C:32](=[O:44])[C@@H:33]([N:35](C)[C:36](=O)OC(C)(C)C)[CH3:34])[CH:26]=3)=[CH:15][CH:14]=2)[N:7]([C:46]2[CH:51]=[CH:50][C:49]([CH3:52])=[CH:48][CH:47]=2)[N:6]=1)([CH3:4])([CH3:3])[CH3:2]. The catalyst is C(Cl)Cl.C(O)(C(F)(F)F)=O. The product is [C:1]([C:5]1[CH:9]=[C:8]([NH:10][C:11](=[O:45])[NH:12][C:13]2[C:22]3[C:17](=[CH:18][CH:19]=[CH:20][CH:21]=3)[C:16]([O:23][CH2:24][C:25]3[CH:30]=[CH:29][N:28]=[C:27]([NH:31][C:32](=[O:44])[C@@H:33]([NH:35][CH3:36])[CH3:34])[CH:26]=3)=[CH:15][CH:14]=2)[N:7]([C:46]2[CH:47]=[CH:48][C:49]([CH3:52])=[CH:50][CH:51]=2)[N:6]=1)([CH3:4])([CH3:2])[CH3:3]. The yield is 0.570. (3) The catalyst is CN(C)C=O.O. The reactants are [CH:1]1([C:4]2[NH:8][N:7]=[C:6]([C:9]3[S:10][C:11]([Cl:14])=[CH:12][CH:13]=3)[C:5]=2[C:15]2[CH:20]=[CH:19][N:18]=[CH:17][CH:16]=2)[CH2:3][CH2:2]1.I[CH:22]([CH3:24])[CH3:23].C(=O)([O-])[O-].[Cs+].[Cs+]. The yield is 0.260. The product is [CH:1]1([C:4]2[N:8]([CH:22]([CH3:24])[CH3:23])[N:7]=[C:6]([C:9]3[S:10][C:11]([Cl:14])=[CH:12][CH:13]=3)[C:5]=2[C:15]2[CH:20]=[CH:19][N:18]=[CH:17][CH:16]=2)[CH2:3][CH2:2]1.[CH:1]1([C:4]2[C:5]([C:15]3[CH:20]=[CH:19][N:18]=[CH:17][CH:16]=3)=[C:6]([C:9]3[S:10][C:11]([Cl:14])=[CH:12][CH:13]=3)[N:7]([CH:22]([CH3:24])[CH3:23])[N:8]=2)[CH2:3][CH2:2]1. (4) The reactants are [O:1]([C:8]1[CH:20]=[CH:19][C:11]([O:12][CH:13]2[CH2:18][CH2:17][NH:16][CH2:15][CH2:14]2)=[CH:10][CH:9]=1)[C:2]1[CH:7]=[CH:6][CH:5]=[CH:4][CH:3]=1.[CH3:21][O:22][C:23](=[O:27])[CH2:24][CH2:25]Br.C(N(CC)CC)C. The catalyst is C(Cl)Cl. The product is [CH3:21][O:22][C:23](=[O:27])[CH2:24][CH2:25][N:16]1[CH2:15][CH2:14][CH:13]([O:12][C:11]2[CH:19]=[CH:20][C:8]([O:1][C:2]3[CH:7]=[CH:6][CH:5]=[CH:4][CH:3]=3)=[CH:9][CH:10]=2)[CH2:18][CH2:17]1. The yield is 0.820. (5) The reactants are [CH3:1][S:2]([NH:5][CH2:6][C:7]1[CH:12]=[CH:11][C:10]([CH:13]([CH3:19])[C:14]([O:16]CC)=[O:15])=[CH:9][CH:8]=1)(=[O:4])=[O:3].C1COCC1.O.[OH-].[Na+]. The catalyst is CCOC(C)=O.CC(O)=O. The product is [CH3:1][S:2]([NH:5][CH2:6][C:7]1[CH:12]=[CH:11][C:10]([CH:13]([CH3:19])[C:14]([OH:16])=[O:15])=[CH:9][CH:8]=1)(=[O:4])=[O:3]. The yield is 0.250. (6) The reactants are [C:1]([O:5][C:6]([N:8]1[CH2:12][C@H:11]([O:13][CH2:14][C:15]2[CH:20]=[CH:19][C:18]([O:21][CH3:22])=[CH:17][CH:16]=2)[CH2:10][C@@H:9]1[C@@H:23]([OH:38])[C@@H:24]([NH:34][C:35](=[O:37])[CH3:36])[CH2:25][C:26]1[CH:31]=[C:30]([F:32])[CH:29]=[C:28]([F:33])[CH:27]=1)=[O:7])([CH3:4])([CH3:3])[CH3:2].[CH3:39][C:40]([CH3:42])=O.COC(C)=C. The catalyst is ClCCl. The product is [C:1]([O:5][C:6]([N:8]1[CH2:12][C@H:11]([O:13][CH2:14][C:15]2[CH:16]=[CH:17][C:18]([O:21][CH3:22])=[CH:19][CH:20]=2)[CH2:10][C@@H:9]1[C@H:23]1[O:38][C:40]([CH3:42])([CH3:39])[N:34]([C:35](=[O:37])[CH3:36])[C@H:24]1[CH2:25][C:26]1[CH:27]=[C:28]([F:33])[CH:29]=[C:30]([F:32])[CH:31]=1)=[O:7])([CH3:4])([CH3:2])[CH3:3]. The yield is 0.610.